Dataset: NCI-60 drug combinations with 297,098 pairs across 59 cell lines. Task: Regression. Given two drug SMILES strings and cell line genomic features, predict the synergy score measuring deviation from expected non-interaction effect. (1) Drug 1: CCN(CC)CCNC(=O)C1=C(NC(=C1C)C=C2C3=C(C=CC(=C3)F)NC2=O)C. Drug 2: CN(CCCl)CCCl.Cl. Cell line: OVCAR-4. Synergy scores: CSS=7.86, Synergy_ZIP=-1.12, Synergy_Bliss=2.05, Synergy_Loewe=2.02, Synergy_HSA=1.34. (2) Drug 1: CCC1=CC2CC(C3=C(CN(C2)C1)C4=CC=CC=C4N3)(C5=C(C=C6C(=C5)C78CCN9C7C(C=CC9)(C(C(C8N6C)(C(=O)OC)O)OC(=O)C)CC)OC)C(=O)OC.C(C(C(=O)O)O)(C(=O)O)O. Drug 2: CC1CCC2CC(C(=CC=CC=CC(CC(C(=O)C(C(C(=CC(C(=O)CC(OC(=O)C3CCCCN3C(=O)C(=O)C1(O2)O)C(C)CC4CCC(C(C4)OC)OCCO)C)C)O)OC)C)C)C)OC. Cell line: HS 578T. Synergy scores: CSS=64.1, Synergy_ZIP=2.89, Synergy_Bliss=2.36, Synergy_Loewe=3.18, Synergy_HSA=5.36. (3) Drug 1: C1CC(=O)NC(=O)C1N2CC3=C(C2=O)C=CC=C3N. Drug 2: CN(C)N=NC1=C(NC=N1)C(=O)N. Cell line: OVCAR-5. Synergy scores: CSS=3.12, Synergy_ZIP=-1.97, Synergy_Bliss=0.346, Synergy_Loewe=-0.179, Synergy_HSA=-0.0151.